Dataset: Full USPTO retrosynthesis dataset with 1.9M reactions from patents (1976-2016). Task: Predict the reactants needed to synthesize the given product. Given the product [CH3:23][O:24][C:25]1[CH:33]=[CH:32][C:28]([CH2:29][N:30]([CH3:31])[C:13]2[CH:12]=[C:11]3[C:16]([CH:17]=[C:8]([C:6]4[CH:7]=[C:2]([NH2:1])[C:3]([F:22])=[CH:4][C:5]=4[Cl:21])[C:9](=[O:20])[N:10]3[CH3:19])=[CH:15][N:14]=2)=[CH:27][CH:26]=1, predict the reactants needed to synthesize it. The reactants are: [NH2:1][C:2]1[C:3]([F:22])=[CH:4][C:5]([Cl:21])=[C:6]([C:8]2[C:9](=[O:20])[N:10]([CH3:19])[C:11]3[C:16]([CH:17]=2)=[CH:15][N:14]=[C:13](Cl)[CH:12]=3)[CH:7]=1.[CH3:23][O:24][C:25]1[CH:33]=[CH:32][C:28]([CH2:29][NH:30][CH3:31])=[CH:27][CH:26]=1.